From a dataset of Full USPTO retrosynthesis dataset with 1.9M reactions from patents (1976-2016). Predict the reactants needed to synthesize the given product. (1) Given the product [CH3:17][C:13]1[N:12]2[C:18]([C:19]3[CH:24]=[CH:23][CH:22]=[C:21]([C:25]([F:28])([F:26])[F:27])[CH:20]=3)=[C:9]([NH2:8])[N:10]=[C:11]2[CH:16]=[CH:15][CH:14]=1, predict the reactants needed to synthesize it. The reactants are: Cl.C(OC(=O)[NH:8][C:9]1[N:10]=[C:11]2[CH:16]=[CH:15][CH:14]=[C:13]([CH3:17])[N:12]2[C:18]=1[C:19]1[CH:24]=[CH:23][CH:22]=[C:21]([C:25]([F:28])([F:27])[F:26])[CH:20]=1)(C)(C)C.C(OCC)(=O)C. (2) Given the product [CH:8]1[C:7]2[C:2]3[CH:23]=[CH:22][CH:21]=[CH:20][C:3]=3[C:4](=[O:26])[N:5]3[C:18](=[O:19])[C:17]4[C:12]([C:11]([C:6]=23)=[CH:10][CH:9]=1)=[CH:13][CH:14]=[CH:15][CH:16]=4, predict the reactants needed to synthesize it. The reactants are: Br[C:2]1[CH:23]=[CH:22][CH:21]=[CH:20][C:3]=1[CH2:4][N:5]1[C:18](=[O:19])[C:17]2[C:12](=[CH:13][CH:14]=[CH:15][CH:16]=2)[C:11]2[CH:10]=[CH:9][CH:8]=[CH:7][C:6]1=2.C([O-])(=[O:26])C.[K+]. (3) The reactants are: [C:1]([O:7][CH2:8][CH3:9])(=[O:6])[C:2]#[C:3][CH2:4][CH3:5].I[C:11]1[CH:16]=[CH:15][CH:14]=[C:13]([O:17][CH2:18][O:19][CH3:20])[CH:12]=1.[C:21]1(B(O)O)[CH:26]=[CH:25][CH:24]=[CH:23][CH:22]=1.C([O-])([O-])=O.[K+].[K+]. Given the product [CH3:20][O:19][CH2:18][O:17][C:13]1[CH:12]=[C:11](/[C:2](=[C:3](\[C:21]2[CH:26]=[CH:25][CH:24]=[CH:23][CH:22]=2)/[CH2:4][CH3:5])/[C:1]([O:7][CH2:8][CH3:9])=[O:6])[CH:16]=[CH:15][CH:14]=1, predict the reactants needed to synthesize it. (4) Given the product [Cl:1][C:2]1[N:10]=[CH:9][C:8]([C:11]2[CH:16]=[C:15]([CH3:17])[CH:14]=[C:13]([CH3:18])[CH:12]=2)=[CH:7][C:3]=1[C:4]([NH:25][CH2:24][C:23]1[CH:26]=[CH:27][C:28]([O:29][CH3:30])=[C:21]([O:20][CH3:19])[CH:22]=1)=[O:6], predict the reactants needed to synthesize it. The reactants are: [Cl:1][C:2]1[N:10]=[CH:9][C:8]([C:11]2[CH:16]=[C:15]([CH3:17])[CH:14]=[C:13]([CH3:18])[CH:12]=2)=[CH:7][C:3]=1[C:4]([OH:6])=O.[CH3:19][O:20][C:21]1[CH:22]=[C:23]([CH:26]=[CH:27][C:28]=1[O:29][CH3:30])[CH2:24][NH2:25].F[P-](F)(F)(F)(F)F.ClC(=[N+]1CCCC1)N1CCCC1.C(N(C(C)C)CC)(C)C. (5) Given the product [CH3:10][CH:11]([C:14]1[CH:28]=[CH:27][C:17]([O:18][CH2:19][C:20]2[C:21]3=[N:26][S:6](=[O:8])(=[O:7])[CH2:5][CH2:4][N:22]3[CH:23]=[CH:24][CH:25]=2)=[CH:16][CH:15]=1)[CH2:12][CH3:13], predict the reactants needed to synthesize it. The reactants are: [H-].[Na+].Cl[CH2:4][CH2:5][S:6](Cl)(=[O:8])=[O:7].[CH3:10][CH:11]([C:14]1[CH:28]=[CH:27][C:17]([O:18][CH2:19][C:20]2[C:21]([NH2:26])=[N:22][CH:23]=[CH:24][CH:25]=2)=[CH:16][CH:15]=1)[CH2:12][CH3:13]. (6) Given the product [Br:1][C:2]1[CH:3]=[C:4]([CH2:8][C:9]([CH3:13])([CH3:12])[CH2:10][NH2:11])[CH:5]=[CH:6][CH:7]=1, predict the reactants needed to synthesize it. The reactants are: [Br:1][C:2]1[CH:3]=[C:4]([CH2:8][C:9]([CH3:13])([CH3:12])[C:10]#[N:11])[CH:5]=[CH:6][CH:7]=1.B.C1COCC1.